From a dataset of Forward reaction prediction with 1.9M reactions from USPTO patents (1976-2016). Predict the product of the given reaction. (1) Given the reactants [CH2:1]([O:3][C:4]([C:6]1[CH:10]=[C:9]([CH3:11])[N:8]([C:12]2[CH:17]=[CH:16][C:15]([Br:18])=[CH:14][N:13]=2)[N:7]=1)=O)C.BrC1C=C[C:23]([NH:26][NH2:27])=NC=1.C(O)(=[O:30])C.O=C(CC(=O)C)C(OCC)=O, predict the reaction product. The product is: [Br:18][C:15]1[CH:16]=[CH:17][C:12]([N:8]2[C:9]([CH3:11])=[CH:10][C:6]([C:4]3[O:3][C:1](=[O:30])[N:26]([CH3:23])[N:27]=3)=[N:7]2)=[N:13][CH:14]=1. (2) Given the reactants [CH3:1][O:2][CH2:3][CH2:4][O:5][C:6]1[CH:11]=[C:10]2[C:12]([NH:16][C:17]3[CH:22]=[C:21]([C:23]#[CH:24])[CH:20]=[CH:19][CH:18]=3)=[N:13][CH:14]=[N:15][C:9]2=[CH:8][C:7]=1[O:25][CH2:26][CH2:27][O:28][CH3:29].O1CCOC1.[ClH:35], predict the reaction product. The product is: [CH3:1][O:2][CH2:3][CH2:4][O:5][C:6]1[CH:11]=[C:10]2[C:12]([NH:16][C:17]3[CH:18]=[CH:19][CH:20]=[C:21]([C:23]#[CH:24])[CH:22]=3)=[N:13][CH:14]=[N:15][C:9]2=[CH:8][C:7]=1[O:25][CH2:26][CH2:27][O:28][CH3:29].[ClH:35]. (3) Given the reactants [NH2:1][CH2:2][C:3]1[C:11]2[S:10](=[O:13])(=[O:12])[N:9]=[C:8]([C:14]3[C:15](=[O:32])[C@@:16]([CH2:26][CH2:27][C:28]([CH3:31])([CH3:30])[CH3:29])([CH3:25])[C:17]4[C:22]([C:23]=3[OH:24])=[CH:21][CH:20]=[CH:19][CH:18]=4)[NH:7][C:6]=2[S:5][CH:4]=1.C(N(CC)CC)C.[CH3:40][S:41](Cl)(=[O:43])=[O:42], predict the reaction product. The product is: [CH3:29][C:28]([CH3:31])([CH3:30])[CH2:27][CH2:26][C@:16]1([CH3:25])[C:17]2[C:22](=[CH:21][CH:20]=[CH:19][CH:18]=2)[C:23]([OH:24])=[C:14]([C:8]2[NH:7][C:6]3[S:5][CH:4]=[C:3]([CH2:2][NH:1][S:41]([CH3:40])(=[O:43])=[O:42])[C:11]=3[S:10](=[O:13])(=[O:12])[N:9]=2)[C:15]1=[O:32]. (4) Given the reactants [F:1][C:2]1[CH:3]=[N:4][C:5]2[C:10]([C:11]=1[CH2:12][NH:13][CH2:14][CH2:15][CH2:16][CH:17]1[O:21][C:20](=[O:22])[N:19]([C:23]3[CH:24]=[CH:25][C:26]4[S:31][CH2:30][C:29](=[O:32])[NH:28][C:27]=4[CH:33]=3)[CH2:18]1)=[N:9][C:8]([O:34][CH3:35])=[CH:7][CH:6]=2.[CH2:36]1[O:38][C@H:37]1[CH2:39][OH:40], predict the reaction product. The product is: [OH:38][C@@H:37]([CH2:39][OH:40])[CH2:36][N:13]([CH2:12][C:11]1[C:10]2[C:5](=[CH:6][CH:7]=[C:8]([O:34][CH3:35])[N:9]=2)[N:4]=[CH:3][C:2]=1[F:1])[CH2:14][CH2:15][CH2:16][CH:17]1[O:21][C:20](=[O:22])[N:19]([C:23]2[CH:24]=[CH:25][C:26]3[S:31][CH2:30][C:29](=[O:32])[NH:28][C:27]=3[CH:33]=2)[CH2:18]1. (5) Given the reactants [Cl:1][C:2]1[CH:3]=[N:4][C:5]([CH2:11][O:12][C:13]2[CH:18]=[CH:17][C:16]([Cl:19])=[CH:15][CH:14]=2)=[C:6]([CH:10]=1)[C:7]([OH:9])=O.Cl.[NH2:21][C@H:22]([C:24]1[CH:33]=[CH:32][C:27]([C:28]([O:30][CH3:31])=[O:29])=[CH:26][CH:25]=1)[CH3:23], predict the reaction product. The product is: [Cl:1][C:2]1[CH:10]=[C:6]([C:7]([NH:21][C@H:22]([C:24]2[CH:33]=[CH:32][C:27]([C:28]([O:30][CH3:31])=[O:29])=[CH:26][CH:25]=2)[CH3:23])=[O:9])[C:5]([CH2:11][O:12][C:13]2[CH:18]=[CH:17][C:16]([Cl:19])=[CH:15][CH:14]=2)=[N:4][CH:3]=1. (6) The product is: [CH3:26][O:25][C:5]1[CH:4]=[CH:3][C:2]([NH:1][C:34]([NH:33][C:27]2[CH:32]=[CH:31][CH:30]=[CH:29][CH:28]=2)=[O:35])=[CH:7][C:6]=1[NH:8][S:9]([C:12]1[CH:13]=[C:14]([C:18]2[CH:23]=[CH:22][C:21]([F:24])=[CH:20][CH:19]=2)[CH:15]=[CH:16][CH:17]=1)(=[O:11])=[O:10]. Given the reactants [NH2:1][C:2]1[CH:3]=[CH:4][C:5]([O:25][CH3:26])=[C:6]([NH:8][S:9]([C:12]2[CH:13]=[C:14]([C:18]3[CH:23]=[CH:22][C:21]([F:24])=[CH:20][CH:19]=3)[CH:15]=[CH:16][CH:17]=2)(=[O:11])=[O:10])[CH:7]=1.[C:27]1([N:33]=[C:34]=[O:35])[CH:32]=[CH:31][CH:30]=[CH:29][CH:28]=1, predict the reaction product.